Dataset: Catalyst prediction with 721,799 reactions and 888 catalyst types from USPTO. Task: Predict which catalyst facilitates the given reaction. (1) Reactant: C[O-].[Na+].[CH:4](OCC)=[O:5].[OH:9][C:10]1[CH:15]=[CH:14][C:13]([C:16](=[O:18])[CH3:17])=[C:12]([C:19]([F:22])([F:21])[F:20])[CH:11]=1. Product: [OH:9][C:10]1[CH:15]=[CH:14][C:13]([C:16](=[O:18])[CH2:17][CH:4]=[O:5])=[C:12]([C:19]([F:20])([F:21])[F:22])[CH:11]=1. The catalyst class is: 1. (2) Reactant: [OH:1][C:2]1[CH:8]=[CH:7][CH:6]=[C:5]([CH3:9])[C:3]=1[NH2:4].[C:10](N1C=CN=C1)(N1C=CN=C1)=[O:11].C(Cl)Cl. Product: [CH3:9][C:5]1[C:3]2[NH:4][C:10](=[O:11])[O:1][C:2]=2[CH:8]=[CH:7][CH:6]=1. The catalyst class is: 1. (3) Reactant: Cl[C:2]1[C:14]([F:15])=[CH:13][C:5]([C:6]([NH:8][CH2:9][CH:10]([F:12])[F:11])=[O:7])=[C:4]([F:16])[CH:3]=1.Cl.C[Si](C)(C)CCOC[N:24]1[C:28]2[N:29]=[CH:30][N:31]=[C:32]([C:33]3[CH:34]=[N:35][N:36]([C:38]4([CH2:42][C:43]#[N:44])[CH2:41][NH:40][CH2:39]4)[CH:37]=3)[C:27]=2[CH:26]=[CH:25]1.CC1(C)C2C=CC=C(P(C3C=CC=CC=3)C3C=CC=CC=3)C=2OC2C1=CC=CC=2P(C1C=CC=CC=1)C1C=CC=CC=1.C(=O)([O-])[O-].[Cs+].[Cs+]. Product: [C:43]([CH2:42][C:38]1([N:36]2[CH:37]=[C:33]([C:32]3[C:27]4[CH:26]=[CH:25][NH:24][C:28]=4[N:29]=[CH:30][N:31]=3)[CH:34]=[N:35]2)[CH2:41][N:40]([C:2]2[C:14]([F:15])=[CH:13][C:5]([C:6]([NH:8][CH2:9][CH:10]([F:12])[F:11])=[O:7])=[C:4]([F:16])[CH:3]=2)[CH2:39]1)#[N:44]. The catalyst class is: 164.